The task is: Predict the reactants needed to synthesize the given product.. This data is from Full USPTO retrosynthesis dataset with 1.9M reactions from patents (1976-2016). (1) Given the product [C:30]([O:34][C:35]([N:37]1[CH2:42][CH2:41][CH:40]([CH2:43][CH2:44][CH2:45][CH2:8][C:7]2[CH:6]=[CH:5][C:4]([C:2]#[N:3])=[CH:29][CH:28]=2)[CH2:39][CH2:38]1)=[O:36])([CH3:33])([CH3:32])[CH3:31], predict the reactants needed to synthesize it. The reactants are: [Cl-].[C:2]([C:4]1[CH:29]=[CH:28][C:7]([CH2:8][P+](C2C=CC=CC=2)(C2C=CC=CC=2)C2C=CC=CC=2)=[CH:6][CH:5]=1)#[N:3].[C:30]([O:34][C:35]([N:37]1[CH2:42][CH2:41][CH:40]([CH2:43][CH2:44][CH:45]=O)[CH2:39][CH2:38]1)=[O:36])([CH3:33])([CH3:32])[CH3:31]. (2) Given the product [NH2:8][C:7]1[CH:17]=[C:3]([O:2][CH3:1])[CH:4]=[CH:5][C:6]=1[C:14](=[O:15])[CH2:13][CH2:12][CH2:11][CH2:10][C:9]([O:22][CH3:23])=[O:16], predict the reactants needed to synthesize it. The reactants are: [CH3:1][O:2][C:3]1[CH:4]=[CH:5][C:6]2[C:14](=[O:15])[CH2:13][CH2:12][CH2:11][CH2:10][C:9](=[O:16])[NH:8][C:7]=2[CH:17]=1.O=S(Cl)Cl.[O:22]1CCOC[CH2:23]1.